Dataset: Full USPTO retrosynthesis dataset with 1.9M reactions from patents (1976-2016). Task: Predict the reactants needed to synthesize the given product. (1) The reactants are: [Cl:1][C:2]1[CH:3]=[C:4]2[C:12](=[C:13]([NH:15][C:16]([CH:18]3[N:23]([CH2:24][C:25](O)=[O:26])[CH2:22][C:21]([CH3:29])([CH3:28])[O:20][CH2:19]3)=[O:17])[CH:14]=1)[NH:11][C:10]1[CH:9]=[N:8][CH:7]=[CH:6][C:5]2=1.[CH3:30][CH:31]1[O:36][CH:35]([CH3:37])[CH2:34][NH:33][CH2:32]1. Given the product [Cl:1][C:2]1[CH:3]=[C:4]2[C:12](=[C:13]([NH:15][C:16]([CH:18]3[CH2:19][O:20][C:21]([CH3:29])([CH3:28])[CH2:22][N:23]3[CH2:24][C:25]([N:33]3[CH2:32][CH:31]([CH3:30])[O:36][CH:35]([CH3:37])[CH2:34]3)=[O:26])=[O:17])[CH:14]=1)[NH:11][C:10]1[CH:9]=[N:8][CH:7]=[CH:6][C:5]2=1, predict the reactants needed to synthesize it. (2) Given the product [OH:32][C@@:25]1([C:23]#[C:24][C:2]2[CH:3]=[C:4]([N:8]3[C:12]4=[N:13][C:14]([CH3:17])=[N:15][CH:16]=[C:11]4[C:10]([C:18]([O:20][CH2:21][CH3:22])=[O:19])=[N:9]3)[CH:5]=[CH:6][CH:7]=2)[CH2:29][CH2:28][N:27]([CH3:30])[C:26]1=[O:31], predict the reactants needed to synthesize it. The reactants are: Br[C:2]1[CH:3]=[C:4]([N:8]2[C:12]3=[N:13][C:14]([CH3:17])=[N:15][CH:16]=[C:11]3[C:10]([C:18]([O:20][CH2:21][CH3:22])=[O:19])=[N:9]2)[CH:5]=[CH:6][CH:7]=1.[C:23]([C@:25]1([OH:32])[CH2:29][CH2:28][N:27]([CH3:30])[C:26]1=[O:31])#[CH:24]. (3) The reactants are: [F:1][C:2]1[CH:9]=[CH:8][C:7]([F:10])=[CH:6][C:3]=1[CH2:4]Cl.C(=O)([O-])[O-].[Cs+].[Cs+].[F:17][C:18]1[CH:19]=[C:20]([CH:25]=[CH:26][C:27]=1[C:28]1[C:36]2[C:31](=[CH:32][CH:33]=[CH:34][C:35]=2[F:37])[NH:30][N:29]=1)[C:21]([O:23][CH3:24])=[O:22]. Given the product [F:1][C:2]1[CH:9]=[CH:8][C:7]([F:10])=[CH:6][C:3]=1[CH2:4][N:30]1[C:31]2[C:36](=[C:35]([F:37])[CH:34]=[CH:33][CH:32]=2)[C:28]([C:27]2[CH:26]=[CH:25][C:20]([C:21]([O:23][CH3:24])=[O:22])=[CH:19][C:18]=2[F:17])=[N:29]1, predict the reactants needed to synthesize it. (4) Given the product [CH3:1][C:2]1[CH:3]=[C:4]2[C:5](=[CH:11][C:12]=1[CH3:13])[C:6](=[O:7])[O:8][CH:9]2[OH:10], predict the reactants needed to synthesize it. The reactants are: [CH3:1][C:2]1[CH:3]=[C:4]2[C:9](=[O:10])[O:8][C:6](=[O:7])[C:5]2=[CH:11][C:12]=1[CH3:13].C(O[AlH-](OC(C)(C)C)OC(C)(C)C)(C)(C)C. (5) Given the product [F:30][C:27]1[CH:28]=[CH:29][C:24]([N:21]2[C:16]3[CH:17]=[C:18]4[C@:13]([CH2:31][O:32][CH3:33])([CH2:14][C:15]=3[CH:23]=[N:22]2)[CH2:12][N:11]([S:8]([C:5]2[CH:6]=[N:7][C:2]([N:48]3[CH2:49][C@@H:44]5[CH2:50][C@H:47]3[CH2:46][O:45]5)=[CH:3][CH:4]=2)(=[O:10])=[O:9])[CH2:20][CH2:19]4)=[CH:25][CH:26]=1, predict the reactants needed to synthesize it. The reactants are: Cl[C:2]1[N:7]=[CH:6][C:5]([S:8]([N:11]2[CH2:20][CH2:19][C:18]3[C@:13]([CH2:31][O:32][CH3:33])([CH2:14][C:15]4[CH:23]=[N:22][N:21]([C:24]5[CH:29]=[CH:28][C:27]([F:30])=[CH:26][CH:25]=5)[C:16]=4[CH:17]=3)[CH2:12]2)(=[O:10])=[O:9])=[CH:4][CH:3]=1.C(N(C(C)C)CC)(C)C.Cl.[C@H:44]12[CH2:50][C@H:47]([NH:48][CH2:49]1)[CH2:46][O:45]2. (6) Given the product [CH3:6][C:5](=[CH:4][C:2](=[O:1])[CH:3]=[C:9]([CH3:10])[CH3:8])[CH3:7], predict the reactants needed to synthesize it. The reactants are: [O:1]=[C:2]([CH:4]=[C:5]([CH3:7])[CH3:6])[CH3:3].[CH3:8][CH:9](CC(C)=O)[CH3:10].